Dataset: Full USPTO retrosynthesis dataset with 1.9M reactions from patents (1976-2016). Task: Predict the reactants needed to synthesize the given product. (1) Given the product [CH3:59][C:56]12[CH2:58][CH:52]([N:51]([C:49]([C:47]3[CH:46]=[CH:45][C:44]4[N:40]([CH2:39][CH2:38][NH:37][C:6]([C:2]5[O:1][CH:5]=[CH:4][CH:3]=5)=[O:8])[CH:41]=[N:42][C:43]=4[CH:48]=3)=[O:50])[CH2:57]1)[CH2:53][C:54]([CH3:61])([CH3:60])[CH2:55]2, predict the reactants needed to synthesize it. The reactants are: [O:1]1[CH:5]=[CH:4][CH:3]=[C:2]1[C:6]([OH:8])=O.C1C=CC2N(O)N=NC=2C=1.CCN=C=NCCCN(C)C.FC(F)(F)C(O)=O.[NH2:37][CH2:38][CH2:39][N:40]1[C:44]2[CH:45]=[CH:46][C:47]([C:49]([N:51]3[CH2:57][C:56]4([CH3:59])[CH2:58][CH:52]3[CH2:53][C:54]([CH3:61])([CH3:60])[CH2:55]4)=[O:50])=[CH:48][C:43]=2[N:42]=[CH:41]1. (2) Given the product [C:34]([O:32][C:29]([NH:30]/[N:31]=[C:6](/[CH:8]1[CH2:11][N:10]([C:12]([O:14][CH2:15][C:16]2[CH:21]=[CH:20][CH:19]=[CH:18][CH:17]=2)=[O:13])[CH2:9]1)\[CH2:5][CH2:4][CH:3]([O:22][CH3:23])[O:2][CH3:1])=[O:28])([CH3:44])([CH3:39])[CH3:35], predict the reactants needed to synthesize it. The reactants are: [CH3:1][O:2][CH:3]([O:22][CH3:23])[CH2:4][CH2:5][C:6]([CH:8]1[CH2:11][N:10]([C:12]([O:14][CH2:15][C:16]2[CH:21]=[CH:20][CH:19]=[CH:18][CH:17]=2)=[O:13])[CH2:9]1)=O.C([O:28][C:29](=[O:32])[NH:30][NH2:31])CCC.O.[C:34]1([CH3:44])[CH:39]=CC(S(O)(=O)=O)=C[CH:35]=1. (3) Given the product [CH3:5][N:4]([CH3:8])[C@H:3]1[C@H:27]([CH3:29])[CH2:15][NH:1][CH2:2]1, predict the reactants needed to synthesize it. The reactants are: [NH2:1][C@H:2]1[C@H](C)[CH2:5][N:4]([C:8](OC(C)(C)C)=O)[CH2:3]1.[CH2:15]=O.[BH-](O[C:27]([CH3:29])=O)(OC(C)=O)OC(C)=O.[Na+].[OH-].[Na+]. (4) Given the product [OH:20][CH:19]([CH2:21][OH:25])[CH2:18][O:17][C:4]1[CH:3]=[C:2]([OH:1])[C:15]2[C:14](=[O:16])[C:13]3[C:8]([O:7][C:6]=2[CH:5]=1)=[CH:9][CH:10]=[CH:11][CH:12]=3, predict the reactants needed to synthesize it. The reactants are: [OH:1][C:2]1[C:15]2[C:14](=[O:16])[C:13]3[C:8](=[CH:9][CH:10]=[CH:11][CH:12]=3)[O:7][C:6]=2[CH:5]=[C:4]([O:17][CH2:18][CH:19]2[CH2:21][O:20]2)[CH:3]=1.FC(F)(F)C(O)=[O:25].